This data is from Catalyst prediction with 721,799 reactions and 888 catalyst types from USPTO. The task is: Predict which catalyst facilitates the given reaction. (1) Reactant: [Cl:1][C:2]1[N:7]=[N:6][C:5]([NH:8]C(=O)OC(C)(C)C)=[C:4]([C:16]([F:19])([F:18])[F:17])[CH:3]=1.Cl. Product: [Cl:1][C:2]1[N:7]=[N:6][C:5]([NH2:8])=[C:4]([C:16]([F:19])([F:18])[F:17])[CH:3]=1. The catalyst class is: 12. (2) Reactant: [OH-].[K+].[CH2:3]([N:9]1[CH2:14][CH:13]2[CH:11]([C:12]2([C:16]2[CH:17]=[CH:18][C:19]([N+:26]([O-:28])=[O:27])=[C:20]([NH:22]C(=O)C)[CH:21]=2)[CH3:15])[CH2:10]1)[CH2:4][CH2:5][CH2:6][CH2:7][CH3:8]. Product: [CH2:3]([N:9]1[CH2:14][CH:13]2[CH:11]([C:12]2([C:16]2[CH:17]=[CH:18][C:19]([N+:26]([O-:28])=[O:27])=[C:20]([NH2:22])[CH:21]=2)[CH3:15])[CH2:10]1)[CH2:4][CH2:5][CH2:6][CH2:7][CH3:8]. The catalyst class is: 24. (3) Reactant: C(OC([N:8]1[CH2:12][CH2:11][CH:10]([N:13]([S:44]([CH3:47])(=[O:46])=[O:45])[CH2:14][C:15]2[CH:20]=[C:19]([O:21][C:22]3[CH:23]=[C:24]4[C:28](=[CH:29][CH:30]=3)[N:27]([C:31](=[O:43])[NH:32][C:33]3[CH:38]=[CH:37][CH:36]=[C:35]([C:39]([F:42])([F:41])[F:40])[CH:34]=3)[CH:26]=[CH:25]4)[N:18]=[CH:17][N:16]=2)[CH2:9]1)=O)(C)(C)C.C(O)(C(F)(F)F)=O. Product: [F:42][C:39]([F:40])([F:41])[C:35]1[CH:34]=[C:33]([NH:32][C:31]([N:27]2[C:28]3[C:24](=[CH:23][C:22]([O:21][C:19]4[CH:20]=[C:15]([CH2:14][N:13]([S:44]([CH3:47])(=[O:46])=[O:45])[CH:10]5[CH2:11][CH2:12][NH:8][CH2:9]5)[N:16]=[CH:17][N:18]=4)=[CH:30][CH:29]=3)[CH:25]=[CH:26]2)=[O:43])[CH:38]=[CH:37][CH:36]=1. The catalyst class is: 2. (4) The catalyst class is: 21. Product: [I:1][C:2]1[CH:7]=[CH:6][C:5]([O:8][CH2:10][CH2:11][OH:12])=[CH:4][CH:3]=1. Reactant: [I:1][C:2]1[CH:7]=[CH:6][C:5]([OH:8])=[CH:4][CH:3]=1.Br[CH2:10][CH2:11][OH:12].C([O-])([O-])=O.[K+].[K+]. (5) Reactant: [C:1]1([C:25]2[CH:30]=[CH:29][CH:28]=[CH:27][CH:26]=2)[CH:6]=[CH:5][C:4]([CH2:7][C@@H:8]([NH:17][C:18](=[O:24])[C:19]([O:21]CC)=O)[CH2:9][C@@H:10]([CH3:16])[C:11]([O:13][CH2:14][CH3:15])=[O:12])=[CH:3][CH:2]=1.O.[NH2:32][NH2:33]. Product: [C:1]1([C:25]2[CH:26]=[CH:27][CH:28]=[CH:29][CH:30]=2)[CH:6]=[CH:5][C:4]([CH2:7][C@@H:8]([NH:17][C:18](=[O:24])[C:19]([NH:32][NH2:33])=[O:21])[CH2:9][C@@H:10]([CH3:16])[C:11]([O:13][CH2:14][CH3:15])=[O:12])=[CH:3][CH:2]=1. The catalyst class is: 5. (6) The catalyst class is: 1. Product: [F:1][C:2]1[CH:3]=[C:4]([C@@H:12]([N:14]([CH3:22])[S@:15]([C:17]([CH3:19])([CH3:18])[CH3:20])=[O:16])[CH3:13])[CH:5]=[C:6]([C:8]([F:11])([F:10])[F:9])[CH:7]=1. Reactant: [F:1][C:2]1[CH:3]=[C:4]([C@@H:12]([NH:14][S@:15]([C:17]([CH3:20])([CH3:19])[CH3:18])=[O:16])[CH3:13])[CH:5]=[C:6]([C:8]([F:11])([F:10])[F:9])[CH:7]=1.[Li+].[CH3:22][Si]([N-][Si](C)(C)C)(C)C.CI.